From a dataset of Catalyst prediction with 721,799 reactions and 888 catalyst types from USPTO. Predict which catalyst facilitates the given reaction. Reactant: Cl.[CH:2]1([CH2:5][NH:6][C@@H:7]2[CH2:9][C@H:8]2[C:10]2[CH:11]=[C:12]([CH:22]=[CH:23][CH:24]=2)[C:13]([NH:15][C:16]2[S:17][C:18]([CH3:21])=[N:19][N:20]=2)=[O:14])[CH2:4][CH2:3]1.C(=O)([O-])O.[Na+]. Product: [CH:2]1([CH2:5][NH:6][C@@H:7]2[CH2:9][C@H:8]2[C:10]2[CH:11]=[C:12]([CH:22]=[CH:23][CH:24]=2)[C:13]([NH:15][C:16]2[S:17][C:18]([CH3:21])=[N:19][N:20]=2)=[O:14])[CH2:4][CH2:3]1. The catalyst class is: 24.